Dataset: Catalyst prediction with 721,799 reactions and 888 catalyst types from USPTO. Task: Predict which catalyst facilitates the given reaction. (1) Reactant: [CH:1]1([CH2:4][N:5]2[C:13]3[N:12]=[C:11]([CH2:14][C:15]4[CH:20]=[CH:19][C:18]([NH2:21])=[CH:17][CH:16]=4)[NH:10][C:9]=3[C:8](=[O:22])[N:7]([CH2:23][C:24]3[CH:29]=[CH:28][CH:27]=[CH:26][C:25]=3[F:30])[C:6]2=[O:31])[CH2:3][CH2:2]1.[CH:32](=O)[CH3:33]. Product: [CH:1]1([CH2:4][N:5]2[C:13]3[N:12]=[C:11]([CH2:14][C:15]4[CH:16]=[CH:17][C:18]([NH:21][CH2:32][CH3:33])=[CH:19][CH:20]=4)[NH:10][C:9]=3[C:8](=[O:22])[N:7]([CH2:23][C:24]3[CH:29]=[CH:28][CH:27]=[CH:26][C:25]=3[F:30])[C:6]2=[O:31])[CH2:3][CH2:2]1. The catalyst class is: 304. (2) Reactant: [C:1]([NH:8][CH2:9][C:10]([OH:12])=O)([O:3][C:4]([CH3:7])([CH3:6])[CH3:5])=[O:2].CN1CCOCC1.ClC1N=C(OC)N=C(OC)N=1.[NH2:31][CH2:32][C:33]1[CH:34]=[C:35]([CH:66]=[CH:67][CH:68]=1)[CH2:36][N:37]1[C:42]([CH3:43])=[CH:41][C:40]([O:44][CH2:45][C:46]2[CH:63]=[CH:62][CH:61]=[CH:60][C:47]=2[CH2:48][N:49]2C(=O)C3C(=CC=CC=3)C2=O)=[C:39]([Cl:64])[C:38]1=[O:65].O.NN. Product: [NH2:49][CH2:48][C:47]1[CH:60]=[CH:61][CH:62]=[CH:63][C:46]=1[CH2:45][O:44][C:40]1[CH:41]=[C:42]([CH3:43])[N:37]([CH2:36][C:35]2[CH:34]=[C:33]([CH:68]=[CH:67][CH:66]=2)[CH2:32][NH:31][C:10](=[O:12])[CH2:9][NH:8][C:1](=[O:2])[O:3][C:4]([CH3:5])([CH3:6])[CH3:7])[C:38](=[O:65])[C:39]=1[Cl:64]. The catalyst class is: 1. (3) Reactant: [N:1]1([S:5]([NH2:8])(=[O:7])=[O:6])[CH2:4][CH2:3][CH2:2]1.C1(P(C2CCCCC2)C2C=CC=CC=2C2C(C(C)C)=CC(C(C)C)=CC=2C(C)C)CCCCC1.C(=O)([O-])[O-].[Cs+].[Cs+].Cl[C:50]1[CH:55]=[C:54]([O:56][C:57]2([CH3:65])[CH2:62][O:61][C:60]([CH3:64])([CH3:63])[O:59][CH2:58]2)[N:53]=[C:52]([S:66][CH2:67][C:68]2[CH:73]=[CH:72][CH:71]=[C:70]([F:74])[C:69]=2[F:75])[N:51]=1. Product: [F:75][C:69]1[C:70]([F:74])=[CH:71][CH:72]=[CH:73][C:68]=1[CH2:67][S:66][C:52]1[N:51]=[C:50]([NH:8][S:5]([N:1]2[CH2:4][CH2:3][CH2:2]2)(=[O:7])=[O:6])[CH:55]=[C:54]([O:56][C:57]2([CH3:65])[CH2:58][O:59][C:60]([CH3:64])([CH3:63])[O:61][CH2:62]2)[N:53]=1. The catalyst class is: 62. (4) Reactant: [NH:1]1[CH:5]=[CH:4][N:3]=[CH:2]1.Cl[CH2:7][CH:8]1[CH2:12][O:11][C:10]([CH3:14])([CH3:13])[O:9]1.[H-].[Na+]. Product: [CH3:13][C:10]1([CH3:14])[O:9][CH:8]([CH2:7][N:1]2[CH:5]=[CH:4][N:3]=[CH:2]2)[CH2:12][O:11]1. The catalyst class is: 3. (5) Reactant: C1(C)C=CC(S(O)(=O)=O)=CC=1.[O:12]1[C:16]2[CH:17]=[CH:18][C:19]([CH2:21][N:22]3[CH2:27][CH2:26][CH:25]([NH:28][C:29]4[C:38]5[C:33](=[CH:34][CH:35]=[C:36]([O:39][CH3:40])[CH:37]=5)[O:32][C:31](=[O:41])[CH:30]=4)[CH2:24][CH2:23]3)=[CH:20][C:15]=2[O:14][CH2:13]1.[Cl:42]N1C(=O)CCC1=O.C(O)(=O)C. Product: [O:12]1[C:16]2[CH:17]=[CH:18][C:19]([CH2:21][N:22]3[CH2:27][CH2:26][CH:25]([NH:28][C:29]4[C:38]5[C:33](=[CH:34][CH:35]=[C:36]([O:39][CH3:40])[CH:37]=5)[O:32][C:31](=[O:41])[C:30]=4[Cl:42])[CH2:24][CH2:23]3)=[CH:20][C:15]=2[O:14][CH2:13]1. The catalyst class is: 10. (6) Reactant: [CH3:1][NH:2][C:3]1[CH:8]=[C:7]([NH:9][C:10]2[CH:15]=[CH:14][CH:13]=[C:12]([C:16]([F:19])([F:18])[F:17])[CH:11]=2)[N:6]=[CH:5][N:4]=1.[Cl:20][C:21]1[CH:26]=[CH:25][CH:24]=[C:23]([Cl:27])[C:22]=1[N:28]=[C:29]=[O:30]. Product: [Cl:20][C:21]1[CH:26]=[CH:25][CH:24]=[C:23]([Cl:27])[C:22]=1[NH:28][C:29](=[O:30])[N:2]([CH3:1])[C:3]1[CH:8]=[C:7]([NH:9][C:10]2[CH:15]=[CH:14][CH:13]=[C:12]([C:16]([F:19])([F:17])[F:18])[CH:11]=2)[N:6]=[CH:5][N:4]=1. The catalyst class is: 12.